From a dataset of Full USPTO retrosynthesis dataset with 1.9M reactions from patents (1976-2016). Predict the reactants needed to synthesize the given product. (1) The reactants are: [OH:1][N:2]1[C:7]([CH3:9])([CH3:8])[CH2:6][CH:5]([OH:10])[CH2:4][C:3]1([CH3:12])[CH3:11].[C:13]([OH:25])(=[O:24])[CH2:14][C:15]([CH2:20][C:21]([OH:23])=[O:22])([C:17]([OH:19])=[O:18])[OH:16]. Given the product [C:13]([O-:25])(=[O:24])[CH2:14][C:15]([CH2:20][C:21]([O-:23])=[O:22])([C:17]([OH:19])=[O:18])[OH:16].[OH:1][NH+:2]1[C:7]([CH3:8])([CH3:9])[CH2:6][CH:5]([OH:10])[CH2:4][C:3]1([CH3:12])[CH3:11].[OH:1][NH+:2]1[C:7]([CH3:8])([CH3:9])[CH2:6][CH:5]([OH:10])[CH2:4][C:3]1([CH3:12])[CH3:11], predict the reactants needed to synthesize it. (2) The reactants are: [Br:1][C:2]1[CH:10]=[CH:9][C:5]([C:6](Cl)=[O:7])=[CH:4][C:3]=1[CH3:11].[K].[O-:13]CCCC.[CH:18]([CH3:21])([CH3:20])[CH3:19]. Given the product [Br:1][C:2]1[CH:10]=[CH:9][C:5]([C:6]([O:13][C:18]([CH3:21])([CH3:20])[CH3:19])=[O:7])=[CH:4][C:3]=1[CH3:11], predict the reactants needed to synthesize it. (3) Given the product [C:1]([C:4]1[NH:5][N:6]=[C:7]([C:9]([NH:56][C@@H:57]([CH3:73])[CH2:58][N:59]2[CH:63]=[CH:62][C:61]([C:64]3[CH:71]=[CH:70][C:67]([C:68]#[N:69])=[C:66]([Cl:72])[CH:65]=3)=[N:60]2)=[O:11])[CH:8]=1)(=[O:3])[CH3:2], predict the reactants needed to synthesize it. The reactants are: [C:1]([C:4]1[CH:8]=[C:7]([C:9]([OH:11])=O)[NH:6][N:5]=1)(=[O:3])[CH3:2].CCN(C(C)C)C(C)C.CN(C(ON1N=NC2C=CC=CC1=2)=[N+](C)C)C.F[P-](F)(F)(F)(F)F.CCN=C=NCCCN(C)C.[NH2:56][C@@H:57]([CH3:73])[CH2:58][N:59]1[CH:63]=[CH:62][C:61]([C:64]2[CH:71]=[CH:70][C:67]([C:68]#[N:69])=[C:66]([Cl:72])[CH:65]=2)=[N:60]1. (4) Given the product [C:22]([O:25][C:26]([N:11]1[CH2:12][C@@H:8]([C:5]2[CH:6]=[CH:7][C:2]([F:1])=[CH:3][CH:4]=2)[CH2:9][C@H:10]1[C:13]([OH:15])=[O:14])=[O:27])([CH3:24])([CH3:23])[CH3:21], predict the reactants needed to synthesize it. The reactants are: [F:1][C:2]1[CH:7]=[CH:6][C:5]([C@@H:8]2[CH2:12][NH:11][C@H:10]([C:13]([OH:15])=[O:14])[CH2:9]2)=[CH:4][CH:3]=1.C([O-])(O)=O.[Na+].[CH3:21][C:22]([O:25][C:26](O[C:26]([O:25][C:22]([CH3:24])([CH3:23])[CH3:21])=[O:27])=[O:27])([CH3:24])[CH3:23].Cl. (5) Given the product [F:22][C:20]1[CH:21]=[C:13]([CH:6]([C:7]2[CH:12]=[CH:11][CH:10]=[CH:9][CH:8]=2)[CH2:5][CH2:4][OH:3])[CH:14]=[C:15]2[C:19]=1[NH:18][CH:17]=[C:16]2[C:23]#[N:24], predict the reactants needed to synthesize it. The reactants are: C([O:3][C:4](=O)[CH2:5][CH:6]([C:13]1[CH:14]=[C:15]2[C:19](=[C:20]([F:22])[CH:21]=1)[NH:18][CH:17]=[C:16]2[C:23]#[N:24])[C:7]1[CH:12]=[CH:11][CH:10]=[CH:9][CH:8]=1)C.OCCC(N1C2C(=CC=CC=2)C(C#N)=C1)C1C=CC=CC=1. (6) The reactants are: C[O:2][C:3]([C:5]1[C:13]2[C:8](=[CH:9][C:10]([C:14]3[CH:19]=[CH:18][C:17]([O:20][CH2:21][C:22]4[N:23]([C:30]5[C:35]([Cl:36])=[CH:34][CH:33]=[CH:32][C:31]=5[Cl:37])[N:24]=[N:25][C:26]=4[CH:27]4[CH2:29][CH2:28]4)=[CH:16][C:15]=3[CH3:38])=[CH:11][CH:12]=2)[N:7]([CH:39]([CH3:41])[CH3:40])[N:6]=1)=[O:4].C1COCC1.[Li+].[OH-].Cl. Given the product [CH:27]1([C:26]2[N:25]=[N:24][N:23]([C:30]3[C:31]([Cl:37])=[CH:32][CH:33]=[CH:34][C:35]=3[Cl:36])[C:22]=2[CH2:21][O:20][C:17]2[CH:18]=[CH:19][C:14]([C:10]3[CH:9]=[C:8]4[C:13]([C:5]([C:3]([OH:4])=[O:2])=[N:6][N:7]4[CH:39]([CH3:41])[CH3:40])=[CH:12][CH:11]=3)=[C:15]([CH3:38])[CH:16]=2)[CH2:28][CH2:29]1, predict the reactants needed to synthesize it. (7) Given the product [CH2:1]([C:3]1[CH:4]=[CH:5][C:6]([CH:9]2[CH2:10][CH:11]([C:23]3[O:25][N:29]=[C:28]([C:30]4[CH:35]=[CH:34][CH:33]=[C:32]([CH3:36])[CH:31]=4)[N:27]=3)[CH2:12][N:13]([C:15]([N:17]3[CH2:18][CH2:19][O:20][CH2:21][CH2:22]3)=[O:16])[CH2:14]2)=[CH:7][CH:8]=1)[CH3:2], predict the reactants needed to synthesize it. The reactants are: [CH2:1]([C:3]1[CH:8]=[CH:7][C:6]([CH:9]2[CH2:14][N:13]([C:15]([N:17]3[CH2:22][CH2:21][O:20][CH2:19][CH2:18]3)=[O:16])[CH2:12][CH:11]([C:23]([OH:25])=O)[CH2:10]2)=[CH:5][CH:4]=1)[CH3:2].O[NH:27][C:28]([C:30]1[CH:35]=[CH:34][CH:33]=[C:32]([CH3:36])[CH:31]=1)=[NH:29]. (8) The reactants are: [CH:1]1([N:5]2[CH2:11][CH2:10][C:9]3[CH:12]=[CH:13][C:14]([CH2:16][NH:17]C(=O)OC(C)(C)C)=[CH:15][C:8]=3[CH2:7][CH2:6]2)[CH2:4][CH2:3][CH2:2]1.[ClH:25]. Given the product [ClH:25].[ClH:25].[CH:1]1([N:5]2[CH2:11][CH2:10][C:9]3[CH:12]=[CH:13][C:14]([CH2:16][NH2:17])=[CH:15][C:8]=3[CH2:7][CH2:6]2)[CH2:4][CH2:3][CH2:2]1, predict the reactants needed to synthesize it.